Dataset: Catalyst prediction with 721,799 reactions and 888 catalyst types from USPTO. Task: Predict which catalyst facilitates the given reaction. (1) Reactant: [F:1][C:2]([F:9])([F:8])[CH2:3][O:4][CH2:5][CH2:6][OH:7].C(N(CC)CC)C.[C:17]1([CH3:27])[CH:22]=[CH:21][C:20]([S:23](Cl)(=[O:25])=[O:24])=[CH:19][CH:18]=1.O. Product: [C:17]1([CH3:27])[CH:22]=[CH:21][C:20]([S:23]([O:7][CH2:6][CH2:5][O:4][CH2:3][C:2]([F:9])([F:8])[F:1])(=[O:25])=[O:24])=[CH:19][CH:18]=1. The catalyst class is: 4. (2) Reactant: [C:1]1([C:7]2[N:8]=[C:9]([CH:12]([NH2:14])[CH3:13])[NH:10][CH:11]=2)[CH:6]=[CH:5][CH:4]=[CH:3][CH:2]=1.[CH3:15][O:16][C:17]1[CH:18]=[C:19]([CH:22]=[CH:23][C:24]=1[O:25][CH3:26])[CH:20]=O.[BH4-].[Na+].Cl.[OH-].[Na+]. Product: [CH3:15][O:16][C:17]1[CH:18]=[C:19]([CH:22]=[CH:23][C:24]=1[O:25][CH3:26])[CH2:20][NH:14][CH:12]([C:9]1[NH:10][CH:11]=[C:7]([C:1]2[CH:2]=[CH:3][CH:4]=[CH:5][CH:6]=2)[N:8]=1)[CH3:13]. The catalyst class is: 5. (3) Reactant: C1(=O)O[CH2:4][CH2:3][O:2]1.[Cl:7][C:8]1[C:13]([C:14]2[NH:15][CH:16]=[C:17]([C:19]3[N:20]([CH:24]([CH3:26])[CH3:25])[N:21]=[CH:22][N:23]=3)[N:18]=2)=[CH:12][N:11]=[C:10]([O:27][CH3:28])[CH:9]=1. Product: [Cl:7][C:8]1[CH:9]=[C:10]([O:27][CH3:28])[N:11]=[CH:12][C:13]=1[C:14]1[N:15]([CH2:4][CH2:3][OH:2])[CH:16]=[C:17]([C:19]2[N:20]([CH:24]([CH3:25])[CH3:26])[N:21]=[CH:22][N:23]=2)[N:18]=1. The catalyst class is: 2.